Predict the reaction yield, written as a fraction of the theoretical maximum amount of product (1.0 means a 100% yield; for example, 0.34 means a 34% yield). From a dataset of Reaction yield outcomes from USPTO patents with 853,638 reactions. (1) The product is [OH:4][C@H:5]1[C:9]2[N:10]=[CH:11][N:12]=[C:13]([N:14]3[CH2:19][CH2:18][N:17]([C:20]([O:22][C:23]([CH3:26])([CH3:25])[CH3:24])=[O:21])[CH2:16][C@@H:15]3[CH3:27])[C:8]=2[C@H:7]([CH3:28])[CH2:6]1. The reactants are C([O:4][C@H:5]1[C:9]2[N:10]=[CH:11][N:12]=[C:13]([N:14]3[CH2:19][CH2:18][N:17]([C:20]([O:22][C:23]([CH3:26])([CH3:25])[CH3:24])=[O:21])[CH2:16][C@@H:15]3[CH3:27])[C:8]=2[C@H:7]([CH3:28])[CH2:6]1)(=O)C.[Li+].[OH-]. The catalyst is C1COCC1. The yield is 0.820. (2) The reactants are [Cl:1][CH2:2][CH2:3][CH2:4][C:5]([C:7]1[CH:12]=[CH:11][C:10]([C:13]([CH3:18])([CH3:17])[C:14]([OH:16])=[O:15])=[CH:9][CH:8]=1)=[O:6].[C:19](=O)([O-])[O-].[K+].[K+].S(OC)(OC)(=O)=O. The catalyst is C(#N)C. The product is [Cl:1][CH2:2][CH2:3][CH2:4][C:5]([C:7]1[CH:12]=[CH:11][C:10]([C:13]([CH3:18])([CH3:17])[C:14]([O:16][CH3:19])=[O:15])=[CH:9][CH:8]=1)=[O:6]. The yield is 0.890. (3) The reactants are Cl.[NH2:2][C@@H:3]1[C:11]2[C:6](=[C:7]([C:12]3[S:16][C:15]([C:17]4[CH:18]=[CH:19][C:20]([O:25][CH:26]([CH3:28])[CH3:27])=[C:21]([CH:24]=4)[C:22]#[N:23])=[N:14][N:13]=3)[CH:8]=[CH:9][CH:10]=2)[CH2:5][CH2:4]1.[CH3:29][S:30](Cl)(=[O:32])=[O:31]. The catalyst is C(Cl)Cl. The product is [C:22]([C:21]1[CH:24]=[C:17]([C:15]2[S:16][C:12]([C:7]3[CH:8]=[CH:9][CH:10]=[C:11]4[C:6]=3[CH2:5][CH2:4][C@@H:3]4[NH:2][S:30]([CH3:29])(=[O:32])=[O:31])=[N:13][N:14]=2)[CH:18]=[CH:19][C:20]=1[O:25][CH:26]([CH3:28])[CH3:27])#[N:23]. The yield is 0.550. (4) The reactants are [CH:1]([C:3]1[CH:8]=[CH:7][C:6](B(O)O)=[CH:5][CH:4]=1)=[O:2].[C:12](Cl)(=O)[CH2:13][CH2:14][CH2:15][CH2:16][CH2:17][CH2:18][CH2:19][CH3:20].[C:23](=O)([O-])[O-:24].[Cs+].[Cs+]. The catalyst is C1(C)C=CC=CC=1.C(OCC)(=O)C.C1C=CC([P]([Pd]([P](C2C=CC=CC=2)(C2C=CC=CC=2)C2C=CC=CC=2)([P](C2C=CC=CC=2)(C2C=CC=CC=2)C2C=CC=CC=2)[P](C2C=CC=CC=2)(C2C=CC=CC=2)C2C=CC=CC=2)(C2C=CC=CC=2)C2C=CC=CC=2)=CC=1. The product is [C:1]([C:3]1[CH:8]=[CH:7][C:6]([CH:23]=[O:24])=[CH:5][CH:4]=1)(=[O:2])[CH2:12][CH2:13][CH2:14][CH2:15][CH2:16][CH2:17][CH2:18][CH2:19][CH3:20]. The yield is 0.0300.